Dataset: Forward reaction prediction with 1.9M reactions from USPTO patents (1976-2016). Task: Predict the product of the given reaction. Given the reactants [Si]([CH:5]=[N+:6]=[N-:7])(C)(C)C.C([Li])CCC.[F:13][C:14]1[CH:15]=[CH:16][C:17]2[N:21]=[C:20]([CH:22]3[CH2:27][CH2:26][N:25]([CH2:28][C:29]4[CH:34]=[CH:33][C:32]([C:35]5[C:42]([C:43]6[CH:48]=[CH:47][CH:46]=[CH:45][CH:44]=6)=[CH:41][C:38]([C:39]#[N:40])=[CH:37][N:36]=5)=[CH:31][CH:30]=4)[CH2:24][CH2:23]3)[NH:19][C:18]=2[CH:49]=1, predict the reaction product. The product is: [F:13][C:14]1[CH:15]=[CH:16][C:17]2[N:21]=[C:20]([CH:22]3[CH2:27][CH2:26][N:25]([CH2:28][C:29]4[CH:34]=[CH:33][C:32]([C:35]5[C:42]([C:43]6[CH:44]=[CH:45][CH:46]=[CH:47][CH:48]=6)=[CH:41][C:38]([C:39]6[N:40]=[N:7][NH:6][CH:5]=6)=[CH:37][N:36]=5)=[CH:31][CH:30]=4)[CH2:24][CH2:23]3)[NH:19][C:18]=2[CH:49]=1.